This data is from Peptide-MHC class I binding affinity with 185,985 pairs from IEDB/IMGT. The task is: Regression. Given a peptide amino acid sequence and an MHC pseudo amino acid sequence, predict their binding affinity value. This is MHC class I binding data. The peptide sequence is YWAVVPLVY. The MHC is Mamu-A02 with pseudo-sequence Mamu-A02. The binding affinity (normalized) is 0.347.